Dataset: Peptide-MHC class I binding affinity with 185,985 pairs from IEDB/IMGT. Task: Regression. Given a peptide amino acid sequence and an MHC pseudo amino acid sequence, predict their binding affinity value. This is MHC class I binding data. The peptide sequence is TPTIEDDKIV. The MHC is HLA-B53:01 with pseudo-sequence HLA-B53:01. The binding affinity (normalized) is 0.0503.